This data is from Forward reaction prediction with 1.9M reactions from USPTO patents (1976-2016). The task is: Predict the product of the given reaction. (1) Given the reactants C([O:3][C:4]([C:6]1[C:7]([C:11]2[CH:16]=[CH:15][CH:14]=[CH:13][N:12]=2)=[N:8][O:9][CH:10]=1)=[O:5])C.C(OC(C1N=NC(OCC2C(C3C=CC(F)=CN=3)=NOC=2C)=CC=1)=O)C, predict the reaction product. The product is: [N:12]1[CH:13]=[CH:14][CH:15]=[CH:16][C:11]=1[C:7]1[C:6]([C:4]([OH:5])=[O:3])=[CH:10][O:9][N:8]=1. (2) Given the reactants [C:1]([O:5][C:6]([N:8]1[CH2:17][CH2:16][C:15]2[C:10](=[CH:11][C:12]([NH:18][C:19]3[C:24]([N+:25]([O-])=O)=[CH:23][N:22]=[C:21]([O:28][C:29]4[CH:34]=[CH:33][CH:32]=[C:31]([NH:35][C:36](=[O:38])[CH3:37])[CH:30]=4)[CH:20]=3)=[CH:13][CH:14]=2)[CH2:9]1)=[O:7])([CH3:4])([CH3:3])[CH3:2].[H][H], predict the reaction product. The product is: [C:1]([O:5][C:6]([N:8]1[CH2:17][CH2:16][C:15]2[C:10](=[CH:11][C:12]([NH:18][C:19]3[C:24]([NH2:25])=[CH:23][N:22]=[C:21]([O:28][C:29]4[CH:34]=[CH:33][CH:32]=[C:31]([NH:35][C:36](=[O:38])[CH3:37])[CH:30]=4)[CH:20]=3)=[CH:13][CH:14]=2)[CH2:9]1)=[O:7])([CH3:4])([CH3:2])[CH3:3]. (3) Given the reactants [N+:1]([C:4]1[CH:9]=[C:8]([N+:10]([O-:12])=[O:11])[CH:7]=[CH:6][C:5]=1[CH2:13][C:14]([O:16][CH2:17][CH2:18][CH2:19][CH2:20][CH2:21][CH3:22])=[O:15])([O-:3])=[O:2].Cl[C:24]1[CH:31]=[CH:30][C:29]([N+:32]([O-:34])=[O:33])=[CH:28][C:25]=1[C:26]#[N:27].C(N(CC)CC)C.Cl, predict the reaction product. The product is: [C:26]([C:25]1[CH:28]=[C:29]([N+:32]([O-:34])=[O:33])[CH:30]=[CH:31][C:24]=1[CH:13]([C:5]1[CH:6]=[CH:7][C:8]([N+:10]([O-:12])=[O:11])=[CH:9][C:4]=1[N+:1]([O-:3])=[O:2])[C:14]([O:16][CH2:17][CH2:18][CH2:19][CH2:20][CH2:21][CH3:22])=[O:15])#[N:27]. (4) The product is: [ClH:24].[NH2:7][C@:8]1([C:13]([NH:15][S:16]([CH:19]2[CH2:21][CH2:20]2)(=[O:18])=[O:17])=[O:14])[CH2:10][C@H:9]1[CH2:11][CH3:12]. Given the reactants C(OC(=O)[NH:7][C@:8]1([C:13]([NH:15][S:16]([CH:19]2[CH2:21][CH2:20]2)(=[O:18])=[O:17])=[O:14])[CH2:10][C@H:9]1[CH2:11][CH3:12])(C)(C)C.C(Cl)[Cl:24], predict the reaction product. (5) The product is: [Br:9][C:4]1[CH:3]=[C:2]([CH:10]2[CH2:12][CH2:11]2)[CH:7]=[C:6]([Cl:8])[CH:5]=1. Given the reactants Br[C:2]1[CH:7]=[C:6]([Cl:8])[CH:5]=[C:4]([Br:9])[CH:3]=1.[CH:10]1([Mg]Br)[CH2:12][CH2:11]1, predict the reaction product.